Dataset: Peptide-MHC class I binding affinity with 185,985 pairs from IEDB/IMGT. Task: Regression. Given a peptide amino acid sequence and an MHC pseudo amino acid sequence, predict their binding affinity value. This is MHC class I binding data. (1) The peptide sequence is LYEQVVMDY. The binding affinity (normalized) is 0.0733. The MHC is HLA-A26:01 with pseudo-sequence HLA-A26:01. (2) The peptide sequence is SQYDPKELL. The MHC is HLA-B15:17 with pseudo-sequence HLA-B15:17. The binding affinity (normalized) is 0.0847. (3) The peptide sequence is MPVWLPIVI. The MHC is HLA-C05:01 with pseudo-sequence HLA-C05:01. The binding affinity (normalized) is 0.0847. (4) The binding affinity (normalized) is 0.855. The peptide sequence is SGYEGRVPL. The MHC is Mamu-B3901 with pseudo-sequence Mamu-B3901. (5) The peptide sequence is DPALNMENI. The MHC is Patr-A0301 with pseudo-sequence Patr-A0301. The binding affinity (normalized) is 0.269. (6) The peptide sequence is TVYYGVPVWK. The binding affinity (normalized) is 0.00503. The MHC is HLA-B35:01 with pseudo-sequence HLA-B35:01. (7) The peptide sequence is YEEFCNAVY. The MHC is HLA-A23:01 with pseudo-sequence HLA-A23:01. The binding affinity (normalized) is 0.148. (8) The peptide sequence is ECYGYYWL. The MHC is HLA-A02:02 with pseudo-sequence HLA-A02:02. The binding affinity (normalized) is 0.223. (9) The peptide sequence is NLKSLLLENK. The MHC is HLA-A33:01 with pseudo-sequence HLA-A33:01. The binding affinity (normalized) is 0.290. (10) The peptide sequence is VDRFYKSL. The MHC is Mamu-B01 with pseudo-sequence Mamu-B01. The binding affinity (normalized) is 0.0502.